Task: Predict the reaction yield, written as a fraction of the theoretical maximum amount of product (1.0 means a 100% yield; for example, 0.34 means a 34% yield).. Dataset: Reaction yield outcomes from USPTO patents with 853,638 reactions (1) The reactants are C(C1C=CC(S([N:14]2[C:18]3=[N:19][CH:20]=[C:21]([NH:23][NH2:24])[N:22]=[C:17]3[CH:16]=[CH:15]2)(=O)=O)=CC=1)(C)(C)C.CCN(C(C)C)C(C)C.[CH:34]1([C:40](Cl)=O)[CH2:39][CH2:38][CH2:37][CH2:36][CH2:35]1.O=S(Cl)Cl.C([O-])([O-])=O.[Na+].[Na+]. The catalyst is O1CCOCC1. The product is [CH:34]1([C:40]2[N:22]3[C:17]4[CH:16]=[CH:15][NH:14][C:18]=4[N:19]=[CH:20][C:21]3=[N:23][N:24]=2)[CH2:39][CH2:38][CH2:37][CH2:36][CH2:35]1. The yield is 0.400. (2) The reactants are I[CH:2]1[CH:8]2[CH2:9][CH:5]([C:6](=[O:10])[O:7]2)[CH2:4][CH2:3]1.N12CCCN=C1CCCCC2. The catalyst is C1C=CC=CC=1. The product is [CH:5]12[CH2:9][CH:8]([O:7][C:6]1=[O:10])[CH:2]=[CH:3][CH2:4]2. The yield is 0.660.